This data is from Reaction yield outcomes from USPTO patents with 853,638 reactions. The task is: Predict the reaction yield, written as a fraction of the theoretical maximum amount of product (1.0 means a 100% yield; for example, 0.34 means a 34% yield). (1) The reactants are [NH2:1][C:2]1[N:11]=[CH:10][C:9]2[C:4](=[CH:5][C:6]([O:13][CH3:14])=[C:7]([Br:12])[CH:8]=2)[N:3]=1.[H-].[Na+].[CH:17](I)([CH3:19])[CH3:18]. The catalyst is CN(C=O)C. The product is [Br:12][C:7]1[CH:8]=[C:9]2[C:4](=[CH:5][C:6]=1[O:13][CH3:14])[N:3]=[C:2]([NH:1][CH:17]([CH3:19])[CH3:18])[N:11]=[CH:10]2. The yield is 1.00. (2) The reactants are [Br:1][C:2]1[CH:7]=[CH:6][C:5]([Cl:8])=[C:4]([CH2:9][C:10]2[CH:15]=[CH:14][C:13]([O:16]CC)=[CH:12][CH:11]=2)[CH:3]=1.B(Br)(Br)Br. The catalyst is ClCCl. The product is [Br:1][C:2]1[CH:7]=[CH:6][C:5]([Cl:8])=[C:4]([CH:3]=1)[CH2:9][C:10]1[CH:15]=[CH:14][C:13]([OH:16])=[CH:12][CH:11]=1. The yield is 0.680. (3) The reactants are [CH:1]1([CH2:4][N:5]([CH3:19])[S:6]([C:9]2[CH:10]=[N:11][C:12]([Sn](C)(C)C)=[CH:13][CH:14]=2)(=[O:8])=[O:7])[CH2:3][CH2:2]1.[NH2:20][C:21]1[C:26]([C:27]2[CH:28]=[C:29]3[C:34](=[CH:35][CH:36]=2)[C:33](=[O:37])[NH:32][CH2:31][CH2:30]3)=[CH:25][C:24](Br)=[CH:23][N:22]=1. No catalyst specified. The yield is 0.460. The product is [NH2:20][C:21]1[N:22]=[CH:23][C:24]([C:12]2[CH:13]=[CH:14][C:9]([S:6]([N:5]([CH2:4][CH:1]3[CH2:3][CH2:2]3)[CH3:19])(=[O:8])=[O:7])=[CH:10][N:11]=2)=[CH:25][C:26]=1[C:27]1[CH:28]=[C:29]2[C:34](=[CH:35][CH:36]=1)[C:33](=[O:37])[NH:32][CH2:31][CH2:30]2. (4) The reactants are [NH2:1][C:2]1[CH:28]=[CH:27][C:5]([O:6][C:7]2[CH:12]=[CH:11][N:10]=[C:9]([NH:13][C:14]([N:16]3[CH2:21][CH2:20][N:19]([CH:22]4[CH2:25][N:24]([CH3:26])[CH2:23]4)[CH2:18][CH2:17]3)=[O:15])[CH:8]=2)=[CH:4][CH:3]=1.[C:29]1([CH2:35][C:36]([N:38]=[C:39]=[O:40])=[O:37])[CH:34]=[CH:33][CH:32]=[CH:31][CH:30]=1.C(OCC)C. The catalyst is O1CCCC1.CCCCCC. The product is [C:29]1([CH2:35][C:36]([NH:38][C:39](=[O:40])[NH:1][C:2]2[CH:28]=[CH:27][C:5]([O:6][C:7]3[CH:12]=[CH:11][N:10]=[C:9]([NH:13][C:14]([N:16]4[CH2:21][CH2:20][N:19]([CH:22]5[CH2:23][N:24]([CH3:26])[CH2:25]5)[CH2:18][CH2:17]4)=[O:15])[CH:8]=3)=[CH:4][CH:3]=2)=[O:37])[CH:34]=[CH:33][CH:32]=[CH:31][CH:30]=1. The yield is 0.439. (5) The reactants are [CH2:1]([S:4]([N:7]([C:14]1[CH:19]=[CH:18][C:17]([O:20][C:21]2[CH:22]=[C:23]3[C:28](=[CH:29][CH:30]=2)[N:27]=[CH:26][CH:25]=[N:24]3)=[CH:16][CH:15]=1)S(CCC)(=O)=O)(=[O:6])=[O:5])[CH2:2][CH3:3].[OH-].[Na+]. The catalyst is CO. The product is [N:27]1[C:28]2[C:23](=[CH:22][C:21]([O:20][C:17]3[CH:16]=[CH:15][C:14]([NH:7][S:4]([CH2:1][CH2:2][CH3:3])(=[O:5])=[O:6])=[CH:19][CH:18]=3)=[CH:30][CH:29]=2)[N:24]=[CH:25][CH:26]=1. The yield is 0.520. (6) The reactants are [Cl:1][C:2]1[CH:6]=[N:5][N:4]([CH3:7])[C:3]=1[C:8]1[CH:9]=[C:10]([NH2:16])[CH:11]=[CH:12][C:13]=1[O:14][CH3:15].[Cl:17][C:18]1[CH:19]=[C:20]([N:24]=[C:25]=[O:26])[CH:21]=[CH:22][CH:23]=1. No catalyst specified. The product is [Cl:1][C:2]1[CH:6]=[N:5][N:4]([CH3:7])[C:3]=1[C:8]1[CH:9]=[C:10]([NH:16][C:25]([NH:24][C:20]2[CH:21]=[CH:22][CH:23]=[C:18]([Cl:17])[CH:19]=2)=[O:26])[CH:11]=[CH:12][C:13]=1[O:14][CH3:15]. The yield is 0.460. (7) The reactants are [CH2:1]([C:5]1=[CH:6][N:7]([C:27]([CH3:30])([CH3:29])[CH3:28])[S:8]/[C:9]/1=[N:10]\[C:11](=[O:26])[C:12]1[CH:17]=[C:16]([C:18]#[C:19][Si](C)(C)C)[CH:15]=[CH:14][C:13]=1[O:24][CH3:25])[CH2:2][CH2:3][CH3:4].CCCC[N+](CCCC)(CCCC)CCCC.[F-]. The catalyst is C1COCC1.O. The product is [CH2:1]([C:5]1=[CH:6][N:7]([C:27]([CH3:28])([CH3:30])[CH3:29])[S:8]/[C:9]/1=[N:10]\[C:11](=[O:26])[C:12]1[CH:17]=[C:16]([C:18]#[CH:19])[CH:15]=[CH:14][C:13]=1[O:24][CH3:25])[CH2:2][CH2:3][CH3:4]. The yield is 0.730.